Dataset: Full USPTO retrosynthesis dataset with 1.9M reactions from patents (1976-2016). Task: Predict the reactants needed to synthesize the given product. Given the product [C:29]([OH:37])(=[O:36])[CH:30]([CH2:32][C:33]([OH:35])=[O:34])[OH:31].[NH2:1][C@H:2]([CH2:19][C:20]1[CH:25]=[C:24]([F:26])[C:23]([F:27])=[CH:22][C:21]=1[F:28])[CH2:3][C:4]([N:6]1[CH2:11][CH2:10][NH:9][C:8](=[O:12])[C@H:7]1[CH2:13][O:14][C:15]([CH3:16])([CH3:17])[CH3:18])=[O:5], predict the reactants needed to synthesize it. The reactants are: [NH2:1][C@H:2]([CH2:19][C:20]1[CH:25]=[C:24]([F:26])[C:23]([F:27])=[CH:22][C:21]=1[F:28])[CH2:3][C:4]([N:6]1[CH2:11][CH2:10][NH:9][C:8](=[O:12])[C@H:7]1[CH2:13][O:14][C:15]([CH3:18])([CH3:17])[CH3:16])=[O:5].[C:29]([OH:37])(=[O:36])[C@H:30]([CH2:32][C:33]([OH:35])=[O:34])[OH:31].